This data is from Forward reaction prediction with 1.9M reactions from USPTO patents (1976-2016). The task is: Predict the product of the given reaction. Given the reactants [N+:1]([C:4]1[CH:5]=[CH:6][CH:7]=[C:8]2[C:13]=1[C:12](=[O:14])[N:11]([C:15]1[CH:20]=[CH:19][CH:18]=[C:17]([C:21]([F:24])([F:23])[F:22])[CH:16]=1)[N:10]=[CH:9]2)([O-])=O.[H][H], predict the reaction product. The product is: [NH2:1][C:4]1[CH:5]=[CH:6][CH:7]=[C:8]2[C:13]=1[C:12](=[O:14])[N:11]([C:15]1[CH:20]=[CH:19][CH:18]=[C:17]([C:21]([F:24])([F:23])[F:22])[CH:16]=1)[N:10]=[CH:9]2.